This data is from Catalyst prediction with 721,799 reactions and 888 catalyst types from USPTO. The task is: Predict which catalyst facilitates the given reaction. (1) Reactant: [F:1][C:2]1([F:34])[C:7](=[O:8])[NH:6][C:5]2[CH:9]=[C:10]([NH:13][C:14]3[C:19]([F:20])=[CH:18][N:17]=[C:16]([NH:21][C:22]4[CH:23]=[C:24]([CH:31]=[CH:32][CH:33]=4)[O:25][CH2:26][C:27]([NH:29][CH3:30])=[O:28])[N:15]=3)[CH:11]=[CH:12][C:4]=2[O:3]1.O.[OH:36][C:37]1[C:46]2[C:41](=[CH:42][CH:43]=[CH:44][CH:45]=2)[CH:40]=[CH:39][C:38]=1[C:47]([OH:49])=[O:48]. Product: [OH:36][C:37]1[C:46]2[C:41](=[CH:42][CH:43]=[CH:44][CH:45]=2)[CH:40]=[CH:39][C:38]=1[C:47]([OH:49])=[O:48].[F:34][C:2]1([F:1])[C:7](=[O:8])[NH:6][C:5]2[CH:9]=[C:10]([NH:13][C:14]3[C:19]([F:20])=[CH:18][N:17]=[C:16]([NH:21][C:22]4[CH:23]=[C:24]([CH:31]=[CH:32][CH:33]=4)[O:25][CH2:26][C:27]([NH:29][CH3:30])=[O:28])[N:15]=3)[CH:11]=[CH:12][C:4]=2[O:3]1. The catalyst class is: 311. (2) Reactant: [Cl-].O[NH3+:3].[C:4](=[O:7])([O-])[OH:5].[Na+].CS(C)=O.[CH3:13][CH:14]([N:16]1[C:21](=[O:22])[C:20]([CH2:23][C:24]2[CH:29]=[CH:28][C:27]([C:30]3[C:31]([C:36]#[N:37])=[CH:32][CH:33]=[CH:34][CH:35]=3)=[CH:26][CH:25]=2)=[C:19]([CH2:38][CH2:39][CH3:40])[N:18]2[N:41]=[CH:42][N:43]=[C:17]12)[CH3:15]. Product: [CH3:13][CH:14]([N:16]1[C:21](=[O:22])[C:20]([CH2:23][C:24]2[CH:25]=[CH:26][C:27]([C:30]3[CH:35]=[CH:34][CH:33]=[CH:32][C:31]=3[C:36]3[NH:3][C:4](=[O:7])[O:5][N:37]=3)=[CH:28][CH:29]=2)=[C:19]([CH2:38][CH2:39][CH3:40])[N:18]2[N:41]=[CH:42][N:43]=[C:17]12)[CH3:15]. The catalyst class is: 13. (3) Reactant: Cl.[CH2:2]([C:6]1[N:7]=[C:8]2[CH:28]=[CH:27][CH:26]=[CH:25][N:9]2[C:10](=[O:24])[C:11]=1[C:12]1[CH:17]=[CH:16][C:15]([NH:18][C@@H:19]2[CH2:23][CH2:22][NH:21][CH2:20]2)=[CH:14][CH:13]=1)[CH2:3][CH2:4][CH3:5].[CH2:29](N(CC)CC)C.C=O.C([O-])(=O)C.C([O-])(=O)C.C([O-])(=O)C.B.[Na+].[Na+].[Na+]. Product: [CH2:2]([C:6]1[N:7]=[C:8]2[CH:28]=[CH:27][CH:26]=[CH:25][N:9]2[C:10](=[O:24])[C:11]=1[C:12]1[CH:13]=[CH:14][C:15]([NH:18][C@@H:19]2[CH2:23][CH2:22][N:21]([CH3:29])[CH2:20]2)=[CH:16][CH:17]=1)[CH2:3][CH2:4][CH3:5]. The catalyst class is: 506. (4) Reactant: [Br:1][C:2]1[CH:7]=[CH:6][CH:5]=[C:4]([CH2:8]Br)[CH:3]=1.[F:10][C:11]([F:23])([F:22])[C:12]1[CH:21]=[C:20]2[C:15]([CH2:16][CH2:17][CH2:18][NH:19]2)=[CH:14][CH:13]=1.C([O-])(=O)C.[Na+]. Product: [Br:1][C:2]1[CH:3]=[C:4]([CH:5]=[CH:6][CH:7]=1)[CH2:8][N:19]1[C:20]2[C:15](=[CH:14][CH:13]=[C:12]([C:11]([F:10])([F:22])[F:23])[CH:21]=2)[CH2:16][CH2:17][CH2:18]1. The catalyst class is: 40. (5) Reactant: [Cl:1][C:2]1[CH:7]=[CH:6][C:5]([CH2:8][S:9]([NH:12][C:13]([CH3:18])([CH3:17])[C:14](=O)[CH3:15])(=[O:11])=[O:10])=[CH:4][CH:3]=1.[H-].[Na+]. Product: [Cl:1][C:2]1[CH:3]=[CH:4][C:5]([CH2:8][S:9]([NH:12][C:13]([CH3:18])([CH3:17])[C:14]#[CH:15])(=[O:11])=[O:10])=[CH:6][CH:7]=1. The catalyst class is: 9. (6) Reactant: [Cl:1][C:2]1[CH:3]=[C:4]([C:12]2([C:30]([F:33])([F:32])[F:31])[O:16][N:15]=[C:14]([C:17]3[CH:25]=[CH:24][C:20]([C:21](O)=[O:22])=[C:19]([C:26]([F:29])([F:28])[F:27])[CH:18]=3)[CH2:13]2)[CH:5]=[C:6]([C:8]([F:11])([F:10])[F:9])[CH:7]=1.CCN=C=NCCCN(C)C.C1C=CC2N(O)N=NC=2C=1.[NH:55]1[CH2:59][C:58](=[O:60])[NH:57][CH2:56]1. Product: [Cl:1][C:2]1[CH:3]=[C:4]([C:12]2([C:30]([F:31])([F:32])[F:33])[O:16][N:15]=[C:14]([C:17]3[CH:25]=[CH:24][C:20]([C:21]([N:55]4[CH2:59][C:58](=[O:60])[NH:57][CH2:56]4)=[O:22])=[C:19]([C:26]([F:27])([F:28])[F:29])[CH:18]=3)[CH2:13]2)[CH:5]=[C:6]([C:8]([F:11])([F:10])[F:9])[CH:7]=1. The catalyst class is: 9. (7) Reactant: [Si:1]([O:8][CH2:9][C:10]([CH3:14])([CH3:13])[CH:11]=O)([C:4]([CH3:7])([CH3:6])[CH3:5])([CH3:3])[CH3:2].CC(OI1(OC(C)=O)(OC(C)=O)OC(=O)C2C=CC=CC1=2)=O.[Si](OCC(C)(C)CO)(C(C)(C)C)(C)C.[NH2:51][C:52]1[N:57]=[CH:56][N:55]=[C:54]2[N:58]([C@@H:75]3[CH2:80][CH2:79][CH2:78][N:77]([C:81](=[O:85])[CH2:82][C:83]#[N:84])[CH2:76]3)[N:59]=[C:60]([C:61]3[CH:66]=[CH:65][C:64]([O:67][C:68]4[CH:73]=[CH:72][CH:71]=[CH:70][CH:69]=4)=[CH:63][C:62]=3[F:74])[C:53]=12.[Si](Cl)(C)(C)C.N1CCCC1. Product: [NH2:51][C:52]1[N:57]=[CH:56][N:55]=[C:54]2[N:58]([C@@H:75]3[CH2:80][CH2:79][CH2:78][N:77]([C:81]([C:82](=[CH:11][C:10]([CH3:14])([CH3:13])[CH2:9][O:8][Si:1]([C:4]([CH3:7])([CH3:6])[CH3:5])([CH3:3])[CH3:2])[C:83]#[N:84])=[O:85])[CH2:76]3)[N:59]=[C:60]([C:61]3[CH:66]=[CH:65][C:64]([O:67][C:68]4[CH:69]=[CH:70][CH:71]=[CH:72][CH:73]=4)=[CH:63][C:62]=3[F:74])[C:53]=12. The catalyst class is: 2.